Dataset: Reaction yield outcomes from USPTO patents with 853,638 reactions. Task: Predict the reaction yield, written as a fraction of the theoretical maximum amount of product (1.0 means a 100% yield; for example, 0.34 means a 34% yield). (1) The reactants are [O:1]1[C:5]2[CH:6]=[C:7]([OH:10])[CH:8]=[CH:9][C:4]=2[CH2:3][CH2:2]1.C([Mg]Cl)(C)C.[Cl:16][C:17]1[CH:18]=[CH:19][CH:20]=[C:21]2[C:25]=1[N:24]([CH:26]([C:33]1[CH:38]=[CH:37][CH:36]=[CH:35][CH:34]=1)[C:27]1[CH:32]=[CH:31][CH:30]=[CH:29][CH:28]=1)[C:23](=[O:39])[C:22]2=[O:40]. The catalyst is O1CCCC1. The product is [Cl:16][C:17]1[CH:18]=[CH:19][CH:20]=[C:21]2[C:25]=1[N:24]([CH:26]([C:27]1[CH:28]=[CH:29][CH:30]=[CH:31][CH:32]=1)[C:33]1[CH:38]=[CH:37][CH:36]=[CH:35][CH:34]=1)[C:23](=[O:39])[C:22]2([OH:40])[C:8]1[C:7]([OH:10])=[CH:6][C:5]2[O:1][CH2:2][CH2:3][C:4]=2[CH:9]=1. The yield is 0.950. (2) The catalyst is O1CCOCC1. The reactants are O.[OH-].[Li+].[CH3:4][C:5]1([O:10][C@H:11]([CH3:43])[C@@H:12]([C:39]([O:41]C)=[O:40])[NH:13][C:14]([C:16]2[C:25]([NH:26][C:27]([NH:29][C:30]3[C:35]([CH3:36])=[CH:34][C:33]([CH3:37])=[CH:32][C:31]=3[CH3:38])=[O:28])=[CH:24][C:23]3[C:18](=[CH:19][CH:20]=[CH:21][CH:22]=3)[CH:17]=2)=[O:15])[CH2:9][CH2:8][CH2:7][CH2:6]1.O.Cl. The product is [CH3:4][C:5]1([O:10][C@H:11]([CH3:43])[C@@H:12]([C:39]([OH:41])=[O:40])[NH:13][C:14]([C:16]2[C:25]([NH:26][C:27]([NH:29][C:30]3[C:31]([CH3:38])=[CH:32][C:33]([CH3:37])=[CH:34][C:35]=3[CH3:36])=[O:28])=[CH:24][C:23]3[C:18](=[CH:19][CH:20]=[CH:21][CH:22]=3)[CH:17]=2)=[O:15])[CH2:6][CH2:7][CH2:8][CH2:9]1. The yield is 0.190. (3) The reactants are [C:1](Cl)(=[O:3])[CH3:2].[NH2:5][C:6]1[CH:7]=[C:8]([C:12]2[O:13][C:14]([CH3:35])=[C:15]([CH2:17][CH2:18][O:19][C:20]3[CH:21]=[C:22]4[C:26](=[CH:27][CH:28]=3)[C@H:25]([CH2:29][C:30]([O:32][CH2:33][CH3:34])=[O:31])[CH2:24][CH2:23]4)[N:16]=2)[CH:9]=[CH:10][CH:11]=1.C(N(CC)CC)C. The catalyst is CN(C1C=CN=CC=1)C.ClCCl. The product is [C:1]([NH:5][C:6]1[CH:7]=[C:8]([C:12]2[O:13][C:14]([CH3:35])=[C:15]([CH2:17][CH2:18][O:19][C:20]3[CH:21]=[C:22]4[C:26](=[CH:27][CH:28]=3)[C@H:25]([CH2:29][C:30]([O:32][CH2:33][CH3:34])=[O:31])[CH2:24][CH2:23]4)[N:16]=2)[CH:9]=[CH:10][CH:11]=1)(=[O:3])[CH3:2]. The yield is 0.556.